This data is from CYP1A2 inhibition data for predicting drug metabolism from PubChem BioAssay. The task is: Regression/Classification. Given a drug SMILES string, predict its absorption, distribution, metabolism, or excretion properties. Task type varies by dataset: regression for continuous measurements (e.g., permeability, clearance, half-life) or binary classification for categorical outcomes (e.g., BBB penetration, CYP inhibition). Dataset: cyp1a2_veith. (1) The compound is CCOC(=O)C1=C(CSc2nc(-c3ccccc3)ccc2C#N)OC(N)=C(C#N)C1c1ccc(OC)cc1. The result is 1 (inhibitor). (2) The molecule is COc1ccccc1NC(=O)Cc1csc(NC(=S)Nc2ccc(C)cc2)n1. The result is 1 (inhibitor). (3) The molecule is CN(C)CCCOc1nn(Cc2ccccc2)c2ccccc12. The result is 1 (inhibitor). (4) The compound is CCc1cccc(CC)c1NC(=O)CN1CC(C)SC1=NC1CCCCC1. The result is 0 (non-inhibitor). (5) The drug is O=S(=O)(/N=C(/Nc1ccc(F)cc1F)c1ccc(Cl)cc1)c1ccccc1. The result is 0 (non-inhibitor). (6) The compound is O=C(Nc1ccccc1)N1CC[C@@]2(CCCNC2)C1. The result is 0 (non-inhibitor). (7) The compound is CCN1CCC2(CC1)NC(CO)(CO)CO2. The result is 0 (non-inhibitor).